Dataset: Catalyst prediction with 721,799 reactions and 888 catalyst types from USPTO. Task: Predict which catalyst facilitates the given reaction. (1) Reactant: [CH3:1][N:2]([CH3:17])[CH2:3][CH2:4][O:5][C:6]1[CH:7]=[C:8]2[C:13](=[CH:14][CH:15]=1)[C:12](=O)[CH2:11][CH2:10][CH2:9]2.Cl.[NH2:19][OH:20].CCN(CC)CC. Product: [CH3:1][N:2]([CH3:17])[CH2:3][CH2:4][O:5][C:6]1[CH:7]=[C:8]2[C:13](=[CH:14][CH:15]=1)[C:12](=[N:19][OH:20])[CH2:11][CH2:10][CH2:9]2. The catalyst class is: 191. (2) The catalyst class is: 36. Product: [Cl:1][C:2]1[CH:7]=[C:6]([O:8][CH2:9][C:10]2([CH3:14])[CH2:13][O:12][CH2:11]2)[CH:5]=[CH:4][C:3]=1[C:15]1[CH:20]=[CH:19][CH:18]=[C:17]([CH2:21][O:22][C:23]2[CH:28]=[CH:27][C:26]([C:29]3([CH2:33][C:34]([OH:36])=[O:35])[CH2:32][O:31][CH2:30]3)=[CH:25][CH:24]=2)[CH:16]=1. Reactant: [Cl:1][C:2]1[CH:7]=[C:6]([O:8][CH2:9][C:10]2([CH3:14])[CH2:13][O:12][CH2:11]2)[CH:5]=[CH:4][C:3]=1[C:15]1[CH:20]=[CH:19][CH:18]=[C:17]([CH2:21][O:22][C:23]2[CH:28]=[CH:27][C:26]([C:29]3([CH2:33][C:34]([O:36]CC)=[O:35])[CH2:32][O:31][CH2:30]3)=[CH:25][CH:24]=2)[CH:16]=1.O.[OH-].[Li+]. (3) Reactant: [CH2:1]1[CH2:5][N:4]([P+:6]([O:17][N:18]2[N:26]=[N:25][C:20]3[CH:21]=[CH:22][CH:23]=[CH:24][C:19]2=3)([N:12]2[CH2:16][CH2:15][CH2:14][CH2:13]2)[N:7]2[CH2:11][CH2:10][CH2:9][CH2:8]2)[CH2:3][CH2:2]1.[F:27][P-:28]([F:33])([F:32])([F:31])([F:30])[F:29].[CH:34]1[CH:35]=[CH:36][C:37]2[N:42]([OH:43])[N:41]=[N:40][C:38]=2[CH:39]=1.CCN(C(C)C)C(C)C. Product: [CH2:1]1[CH2:5][N:4]([P+:6]([O:17][N:18]2[N:26]=[N:25][C:20]3[CH:21]=[CH:22][CH:23]=[CH:24][C:19]2=3)([N:7]2[CH2:11][CH2:10][CH2:9][CH2:8]2)[N:12]2[CH2:13][CH2:14][CH2:15][CH2:16]2)[CH2:3][CH2:2]1.[F:27][P-:28]([F:33])([F:32])([F:31])([F:30])[F:29].[CH:34]1[CH:35]=[CH:36][C:37]2[N:42]([OH:43])[N:41]=[N:40][C:38]=2[CH:39]=1. The catalyst class is: 85.